This data is from Forward reaction prediction with 1.9M reactions from USPTO patents (1976-2016). The task is: Predict the product of the given reaction. Given the reactants [NH2:1]/[C:2](=[N:9]\[O:10][C:11]([C@@H:13]1[CH2:17][CH2:16][CH2:15][N:14]1[C:18]([O:20][C:21]([CH3:24])([CH3:23])[CH3:22])=[O:19])=O)/[C:3]1[CH:4]=[N:5][CH:6]=[CH:7][CH:8]=1, predict the reaction product. The product is: [N:5]1[CH:6]=[CH:7][CH:8]=[C:3]([C:2]2[N:1]=[C:11]([C@@H:13]3[CH2:17][CH2:16][CH2:15][N:14]3[C:18]([O:20][C:21]([CH3:24])([CH3:23])[CH3:22])=[O:19])[O:10][N:9]=2)[CH:4]=1.